From a dataset of Full USPTO retrosynthesis dataset with 1.9M reactions from patents (1976-2016). Predict the reactants needed to synthesize the given product. (1) The reactants are: [CH2:1]([C:3]1[CH:8]=[CH:7][C:6]([NH:9][C:10]2[C:15]([F:16])=[C:14]([F:17])[CH:13]=[CH:12][C:11]=2[C:18](=[O:23])[CH2:19][CH2:20][CH:21]=[CH2:22])=[C:5]([F:24])[CH:4]=1)[CH3:2].B.C1C[O:29]CC1. Given the product [CH2:1]([C:3]1[CH:8]=[CH:7][C:6]([NH:9][C:10]2[C:15]([F:16])=[C:14]([F:17])[CH:13]=[CH:12][C:11]=2[C:18](=[O:23])[CH2:19][CH2:20][CH2:21][CH2:22][OH:29])=[C:5]([F:24])[CH:4]=1)[CH3:2], predict the reactants needed to synthesize it. (2) The reactants are: [CH:1]1[CH:5]=[C:4]([CH2:6][C:7]2[NH:11][C:10](C[C:10]3[NH:11][C:7]([CH2:6][C:4]4[NH:3][CH:2]=[CH:1][CH:5]=4)=[CH:8][CH:9]=3)=[CH:9][CH:8]=2)[NH:3][CH:2]=1.C(C1C=CC(C=O)=CC=1)(C)(C)C.N1C=CC=C1. Given the product [CH:9]1[CH:8]=[C:7]([CH2:6][C:4]2[NH:3][CH:2]=[CH:1][CH:5]=2)[NH:11][CH:10]=1, predict the reactants needed to synthesize it. (3) Given the product [NH:16]=[C:12]([C:11]1[CH:17]=[CH:18][C:19]([CH3:20])=[C:9]([I:8])[CH:10]=1)[NH:7][NH:6][C:4]([CH:1]1[CH2:3][CH2:2]1)=[O:5], predict the reactants needed to synthesize it. The reactants are: [CH:1]1([C:4]([NH:6][NH2:7])=[O:5])[CH2:3][CH2:2]1.[I:8][C:9]1[CH:10]=[C:11]([CH:17]=[CH:18][C:19]=1[CH3:20])[C:12](=[NH:16])OCC. (4) Given the product [OH:13][C:11]1([CH2:12][N:25]([CH:26]([C:29]2[CH:34]=[CH:33][CH:32]=[CH:31][CH:30]=2)[CH2:27][OH:28])[CH2:24][C:21]2[CH:20]=[CH:19][C:18]([O:17][CH3:16])=[CH:23][CH:22]=2)[CH2:14][CH2:15][N:8]([C:6]([O:5][C:1]([CH3:4])([CH3:3])[CH3:2])=[O:7])[CH2:9][CH2:10]1, predict the reactants needed to synthesize it. The reactants are: [C:1]([O:5][C:6]([N:8]1[CH2:15][CH2:14][C:11]2([O:13][CH2:12]2)[CH2:10][CH2:9]1)=[O:7])([CH3:4])([CH3:3])[CH3:2].[CH3:16][O:17][C:18]1[CH:23]=[CH:22][C:21]([CH2:24][NH:25][CH:26]([C:29]2[CH:34]=[CH:33][CH:32]=[CH:31][CH:30]=2)[CH2:27][OH:28])=[CH:20][CH:19]=1. (5) Given the product [CH3:2][CH:3]1[CH2:7][CH2:6][CH2:5][CH:4]1[NH:8][S:10]([CH3:9])(=[O:12])=[O:11], predict the reactants needed to synthesize it. The reactants are: Cl.[CH3:2][CH:3]1[CH2:7][CH2:6][CH2:5][CH:4]1[NH2:8].[CH3:9][S:10](Cl)(=[O:12])=[O:11].